This data is from Forward reaction prediction with 1.9M reactions from USPTO patents (1976-2016). The task is: Predict the product of the given reaction. Given the reactants [CH3:1][O:2][C:3]1[CH:17]=[CH:16][C:6]([CH2:7]P(=O)(OCC)OCC)=[CH:5][CH:4]=1.[H-].[Na+].[CH:20]([C:22]1[CH:27]=[CH:26][CH:25]=[CH:24][C:23]=1[C:28]1[N:33]=[C:32]([N:34]2[C:38]([C:39]([F:42])([F:41])[F:40])=[C:37]([C:43]([O:45]CC)=[O:44])[CH:36]=[N:35]2)[CH:31]=[CH:30][CH:29]=1)=O, predict the reaction product. The product is: [CH3:1][O:2][C:3]1[CH:4]=[CH:5][C:6](/[CH:7]=[CH:20]/[C:22]2[CH:27]=[CH:26][CH:25]=[CH:24][C:23]=2[C:28]2[N:33]=[C:32]([N:34]3[C:38]([C:39]([F:41])([F:42])[F:40])=[C:37]([C:43]([OH:45])=[O:44])[CH:36]=[N:35]3)[CH:31]=[CH:30][CH:29]=2)=[CH:16][CH:17]=1.